Dataset: Forward reaction prediction with 1.9M reactions from USPTO patents (1976-2016). Task: Predict the product of the given reaction. Given the reactants [CH3:1][CH:2]([CH2:6][C@H:7]([C@@H:9]1[C@:26]2([CH3:27])[C@H:12]([C@H:13]3[C@H:23]([CH2:24][C@@H:25]2[OH:28])[C@:21]2([CH3:22])[C@@H:16]([CH2:17][C@@H:18]([O:29][CH2:30][CH2:31][N:32]([C:34]4[CH:39]=[CH:38][C:37]([C@H:40]5[CH2:57][C@@:55]6([CH3:56])[C@@H:51]([CH2:52][CH2:53][C@:54]6([OH:61])[C:58]#[C:59][CH3:60])[C@H:50]6[C:41]5=[C:42]5[C:47]([CH2:48][CH2:49]6)=[CH:46][C:45](=[O:62])[CH2:44][CH2:43]5)=[CH:36][CH:35]=4)[CH3:33])[CH2:19][CH2:20]2)[CH2:15][C@H:14]3[O:63][C:64](OC2C=CC([N+]([O-])=O)=CC=2)=[O:65])[CH2:11][CH2:10]1)[CH3:8])[C:3]([OH:5])=[O:4].[C:76]([O:80][C:81]([NH:83][CH2:84][CH2:85][OH:86])=[O:82])([CH3:79])([CH3:78])[CH3:77].CCN(C(C)C)C(C)C, predict the reaction product. The product is: [CH3:1][CH:2]([CH2:6][C@H:7]([C@@H:9]1[C@:26]2([CH3:27])[C@H:12]([C@H:13]3[C@H:23]([CH2:24][C@@H:25]2[OH:28])[C@:21]2([CH3:22])[C@@H:16]([CH2:17][C@@H:18]([O:29][CH2:30][CH2:31][N:32]([C:34]4[CH:39]=[CH:38][C:37]([C@H:40]5[CH2:57][C@@:55]6([CH3:56])[C@@H:51]([CH2:52][CH2:53][C@:54]6([OH:61])[C:58]#[C:59][CH3:60])[C@H:50]6[C:41]5=[C:42]5[C:47]([CH2:48][CH2:49]6)=[CH:46][C:45](=[O:62])[CH2:44][CH2:43]5)=[CH:36][CH:35]=4)[CH3:33])[CH2:19][CH2:20]2)[CH2:15][C@H:14]3[O:63][C:64]([O:86][CH2:85][CH2:84][NH:83][C:81]([O:80][C:76]([CH3:79])([CH3:78])[CH3:77])=[O:82])=[O:65])[CH2:11][CH2:10]1)[CH3:8])[C:3]([OH:5])=[O:4].